This data is from Full USPTO retrosynthesis dataset with 1.9M reactions from patents (1976-2016). The task is: Predict the reactants needed to synthesize the given product. (1) Given the product [C:1]([C:5]1[CH:13]=[CH:12][C:8]([C:9]([O:24][C:23]([C:25]2[CH:30]=[CH:29][C:28]([O:31][CH3:32])=[CH:27][CH:26]=2)=[CH2:22])=[O:10])=[CH:7][CH:6]=1)([CH3:4])([CH3:3])[CH3:2], predict the reactants needed to synthesize it. The reactants are: [C:1]([C:5]1[CH:13]=[CH:12][C:8]([C:9](Cl)=[O:10])=[CH:7][CH:6]=1)([CH3:4])([CH3:3])[CH3:2].CN1CCN(C)C1=O.[CH3:22][C:23]([C:25]1[CH:30]=[CH:29][C:28]([O:31][CH3:32])=[CH:27][CH:26]=1)=[O:24].C(N(CC)CC)C. (2) Given the product [OH:14][C@@:15]([C:43]1[CH:44]=[C:45]2[C:50](=[CH:51][CH:52]=1)[CH:49]=[C:48]([C:53]([NH:55][CH3:56])=[O:54])[CH:47]=[CH:46]2)([C:19]1[N:20]=[CH:21][NH:22][CH:23]=1)[CH2:16][CH2:17][OH:18], predict the reactants needed to synthesize it. The reactants are: C1(C)C=CC=CC=1.C1COCC1.Cl.[OH:14][C@@:15]([C:43]1[CH:44]=[C:45]2[C:50](=[CH:51][CH:52]=1)[CH:49]=[C:48]([C:53]([NH:55][CH3:56])=[O:54])[CH:47]=[CH:46]2)([C:19]1[N:20]=[CH:21][N:22](C(C2C=CC=CC=2)(C2C=CC=CC=2)C2C=CC=CC=2)[CH:23]=1)[CH2:16][CH2:17][OH:18]. (3) Given the product [CH2:12]([C:9]1[S:8][C:7]([C:5]2[S:6][C:2]([C:23]#[C:22][Si:19]([CH3:21])([CH3:20])[CH3:18])=[CH:3][CH:4]=2)=[CH:11][CH:10]=1)[CH2:13][CH2:14][CH2:15][CH2:16][CH3:17], predict the reactants needed to synthesize it. The reactants are: Br[C:2]1[S:6][C:5]([C:7]2[S:8][C:9]([CH2:12][CH2:13][CH2:14][CH2:15][CH2:16][CH3:17])=[CH:10][CH:11]=2)=[CH:4][CH:3]=1.[CH3:18][Si:19]([C:22]#[CH:23])([CH3:21])[CH3:20]. (4) Given the product [CH3:39][Si:36]([CH3:38])([CH3:37])[CH2:35][CH2:34][O:33][CH2:32][N:7]([CH2:6][O:5][CH2:4][CH2:3][Si:2]([CH3:1])([CH3:40])[CH3:41])[C:8]1[N:13]2[N:14]=[CH:15][C:16]([I:42])=[C:12]2[N:11]=[C:10]([CH:17]2[CH2:23][CH:22]3[N:24]([C:25]([O:27][C:28]([CH3:31])([CH3:30])[CH3:29])=[O:26])[CH:19]([CH2:20][CH2:21]3)[CH2:18]2)[CH:9]=1, predict the reactants needed to synthesize it. The reactants are: [CH3:1][Si:2]([CH3:41])([CH3:40])[CH2:3][CH2:4][O:5][CH2:6][N:7]([CH2:32][O:33][CH2:34][CH2:35][Si:36]([CH3:39])([CH3:38])[CH3:37])[C:8]1[N:13]2[N:14]=[CH:15][CH:16]=[C:12]2[N:11]=[C:10]([CH:17]2[CH2:23][CH:22]3[N:24]([C:25]([O:27][C:28]([CH3:31])([CH3:30])[CH3:29])=[O:26])[CH:19]([CH2:20][CH2:21]3)[CH2:18]2)[CH:9]=1.[I:42]N1C(=O)CCC1=O. (5) Given the product [NH2:17][C:16](=[C:6]([C:1](=[O:5])[CH:2]([CH3:4])[CH3:3])[C:7]([O:9][CH3:10])=[O:8])[C:15]1[CH:18]=[CH:19][C:12]([F:11])=[CH:13][CH:14]=1, predict the reactants needed to synthesize it. The reactants are: [C:1]([CH2:6][C:7]([O:9][CH3:10])=[O:8])(=[O:5])[CH:2]([CH3:4])[CH3:3].[F:11][C:12]1[CH:19]=[CH:18][C:15]([C:16]#[N:17])=[CH:14][CH:13]=1.[Sn](Cl)(Cl)(Cl)Cl.O. (6) Given the product [CH3:46][N:43]1[C:44](=[O:45])[C:39]2[CH:38]=[C:37]([C:26]([C:27]3[C:36]4[C:31](=[CH:32][CH:33]=[CH:34][CH:35]=4)[CH:30]=[CH:29][CH:28]=3)=[O:25])[S:51][C:40]=2[C:41]([CH2:47][CH:48]([CH3:50])[CH3:49])=[N:42]1, predict the reactants needed to synthesize it. The reactants are: [Mn]([O-])(=O)(=O)=O.[K+].C1OCCOCCOCCOCCOCCOC1.[OH:25][CH:26]([C:37]1[S:51][C:40]2[C:41]([CH2:47][CH:48]([CH3:50])[CH3:49])=[N:42][N:43]([CH3:46])[C:44](=[O:45])[C:39]=2[CH:38]=1)[C:27]1[C:36]2[C:31](=[CH:32][CH:33]=[CH:34][CH:35]=2)[CH:30]=[CH:29][CH:28]=1. (7) Given the product [NH2:23][C:22]1[CH:21]=[CH:20][C:19]([CH3:18])=[C:25]([C:2]2[CH:3]=[C:4]([N:12]3[CH2:17][CH2:16][O:15][CH2:14][CH2:13]3)[C:5]([O:8][CH2:9][CH2:10][OH:11])=[N:6][CH:7]=2)[CH:24]=1, predict the reactants needed to synthesize it. The reactants are: Br[C:2]1[CH:3]=[C:4]([N:12]2[CH2:17][CH2:16][O:15][CH2:14][CH2:13]2)[C:5]([O:8][CH2:9][CH2:10][OH:11])=[N:6][CH:7]=1.[CH3:18][C:19]1[CH:25]=[CH:24][C:22]([NH2:23])=[CH:21][C:20]=1B1OC(C)(C)C(C)(C)O1.C(=O)([O-])[O-].[Na+].[Na+]. (8) Given the product [CH3:69][C:63]1[CH:64]=[CH:65][C:66]([CH3:68])=[CH:67][C:62]=1[CH2:61][C:60]([N:57]1[CH2:56][CH2:55][CH:54]([C:51]2[S:52][CH:53]=[C:49]([NH:48][C:8](=[O:10])[CH:7]([C:1]3[CH:2]=[CH:3][CH:4]=[CH:5][CH:6]=3)[CH3:11])[N:50]=2)[CH2:59][CH2:58]1)=[O:70], predict the reactants needed to synthesize it. The reactants are: [C:1]1([CH:7]([CH3:11])[C:8]([OH:10])=O)[CH:6]=[CH:5][CH:4]=[CH:3][CH:2]=1.C(N(C(C)C)CC)(C)C.F[P-](F)(F)(F)(F)F.N1(O[P+](N(C)C)(N(C)C)N(C)C)C2C=CC=CC=2N=N1.[NH2:48][C:49]1[N:50]=[C:51]([CH:54]2[CH2:59][CH2:58][N:57]([C:60](=[O:70])[CH2:61][C:62]3[CH:67]=[C:66]([CH3:68])[CH:65]=[CH:64][C:63]=3[CH3:69])[CH2:56][CH2:55]2)[S:52][CH:53]=1. (9) Given the product [CH2:1]([N:8]1[C:12](=[O:13])[C:11](=[CH:15][C:16]2[CH:21]=[CH:20][CH:19]=[CH:18][CH:17]=2)[S:10][C:9]1=[S:14])[C:2]1[CH:3]=[CH:4][CH:5]=[CH:6][CH:7]=1, predict the reactants needed to synthesize it. The reactants are: [CH2:1]([N:8]1[C:12](=[O:13])[CH2:11][S:10][C:9]1=[S:14])[C:2]1[CH:7]=[CH:6][CH:5]=[CH:4][CH:3]=1.[CH:15](=O)[C:16]1[CH:21]=[CH:20][CH:19]=[CH:18][CH:17]=1.